The task is: Predict the product of the given reaction.. This data is from Forward reaction prediction with 1.9M reactions from USPTO patents (1976-2016). (1) Given the reactants [Br:1][C:2]1[CH:3]=[C:4]([CH:7]=[CH:8][C:9]=1[OH:10])[CH:5]=[O:6].Br[CH2:12][C:13]1[CH:18]=[CH:17][C:16]([O:19][CH3:20])=[CH:15][CH:14]=1.CCN(C(C)C)C(C)C, predict the reaction product. The product is: [CH3:20][O:19][C:16]1[CH:17]=[CH:18][C:13]([CH2:12][O:10][C:9]2[CH:8]=[CH:7][C:4]([CH:5]=[O:6])=[CH:3][C:2]=2[Br:1])=[CH:14][CH:15]=1. (2) Given the reactants Cl[C:2]1[N:7]=[C:6]([NH:8][C:9]2[CH:14]=[CH:13][C:12]([O:15][CH3:16])=[CH:11][CH:10]=2)[CH:5]=[CH:4][CH:3]=1.[CH2:17]([CH2:19][NH2:20])[OH:18], predict the reaction product. The product is: [CH3:16][O:15][C:12]1[CH:13]=[CH:14][C:9]([NH:8][C:6]2[N:7]=[C:2]([NH:20][CH2:19][CH2:17][OH:18])[CH:3]=[CH:4][CH:5]=2)=[CH:10][CH:11]=1. (3) Given the reactants I[C:2]1[C:3]([O:13][CH3:14])=[N:4][C:5]([CH3:12])=[N:6][C:7]=1[C:8]([F:11])([F:10])[F:9].[CH3:15][Si:16]([C:19]#[CH:20])([CH3:18])[CH3:17].C(OC)(C)(C)C, predict the reaction product. The product is: [CH3:14][O:13][C:3]1[C:2]([C:20]#[C:19][Si:16]([CH3:18])([CH3:17])[CH3:15])=[C:7]([C:8]([F:11])([F:10])[F:9])[N:6]=[C:5]([CH3:12])[N:4]=1. (4) Given the reactants [Si]([O:18][CH2:19][C:20]1[N:21]=[C:22]([C:34](=[O:36])[CH3:35])[N:23]([CH2:26][O:27][CH2:28][CH2:29][Si:30]([CH3:33])([CH3:32])[CH3:31])[C:24]=1[CH3:25])(C(C)(C)C)(C1C=CC=CC=1)C1C=CC=CC=1.CCCC[N+](CCCC)(CCCC)CCCC.[F-], predict the reaction product. The product is: [OH:18][CH2:19][C:20]1[N:21]=[C:22]([C:34](=[O:36])[CH3:35])[N:23]([CH2:26][O:27][CH2:28][CH2:29][Si:30]([CH3:32])([CH3:31])[CH3:33])[C:24]=1[CH3:25].